Dataset: Reaction yield outcomes from USPTO patents with 853,638 reactions. Task: Predict the reaction yield, written as a fraction of the theoretical maximum amount of product (1.0 means a 100% yield; for example, 0.34 means a 34% yield). (1) The reactants are C1N=CN(C(N2C=NC=C2)=O)C=1.[O:13]=[C:14]1[NH:20][C:19]2[CH:21]=[CH:22][CH:23]=[CH:24][C:18]=2[C:17](=[O:25])[N:16]([CH2:26][C@H:27]2[CH2:32][CH2:31][C@H:30]([C:33](O)=[O:34])[CH2:29][CH2:28]2)[CH2:15]1.[N:36]1[CH:41]=[CH:40][CH:39]=[CH:38][C:37]=1[N:42]1[CH2:47][CH2:46][NH:45][CH2:44][CH2:43]1. The catalyst is C(Cl)Cl. The product is [N:36]1[CH:41]=[CH:40][CH:39]=[CH:38][C:37]=1[N:42]1[CH2:43][CH2:44][N:45]([C:33]([C@H:30]2[CH2:29][CH2:28][C@H:27]([CH2:26][N:16]3[C:17](=[O:25])[C:18]4[CH:24]=[CH:23][CH:22]=[CH:21][C:19]=4[NH:20][C:14](=[O:13])[CH2:15]3)[CH2:32][CH2:31]2)=[O:34])[CH2:46][CH2:47]1. The yield is 0.590. (2) The reactants are [CH2:1]1[CH2:5][O:4][CH2:3][CH2:2]1.[N+:6]([C:9]1[CH:14]=[CH:13][C:12]([OH:15])=[CH:11][CH:10]=1)([O-:8])=[O:7].C(O[CH2:19][CH3:20])C. No catalyst specified. The product is [N+:6]([C:9]1[CH:14]=[CH:13][C:12]([O:15][C@H:20]2[CH:19]=[CH:5][C:1]3[C:2](=[CH:5][CH:1]=[CH:2][CH:3]=3)[C@@H:3]2[OH:4])=[CH:11][CH:10]=1)([O-:8])=[O:7]. The yield is 0.940. (3) The reactants are [Br:1][C:2]1[CH:7]=[CH:6][C:5]([CH2:8][CH2:9][NH2:10])=[CH:4][CH:3]=1.[C:11]([C:13]1[CH:14]=[C:15]([S:19](Cl)(=[O:21])=[O:20])[CH:16]=[CH:17][CH:18]=1)#[N:12]. The catalyst is C1COCC1. The product is [Br:1][C:2]1[CH:7]=[CH:6][C:5]([CH2:8][CH2:9][NH:10][S:19]([C:15]2[CH:16]=[CH:17][CH:18]=[C:13]([C:11]#[N:12])[CH:14]=2)(=[O:21])=[O:20])=[CH:4][CH:3]=1. The yield is 0.710. (4) The reactants are [CH:1]1([CH2:4][C:5]2[C:10]([C:11]3[CH:16]=[CH:15][N:14]=[C:13]([S:17][CH3:18])[N:12]=3)=[CH:9][N:8]=[C:7]([NH:19][CH2:20][C:21]([CH3:24])([OH:23])[CH3:22])[N:6]=2)[CH2:3][CH2:2]1.C1C=C(Cl)C=C(C(OO)=[O:33])C=1. The catalyst is C(Cl)Cl. The product is [CH:1]1([CH2:4][C:5]2[C:10]([C:11]3[CH:16]=[CH:15][N:14]=[C:13]([S:17]([CH3:18])=[O:33])[N:12]=3)=[CH:9][N:8]=[C:7]([NH:19][CH2:20][C:21]([CH3:24])([OH:23])[CH3:22])[N:6]=2)[CH2:2][CH2:3]1. The yield is 0.400. (5) The reactants are [CH2:1]([C:5]1[N:6]=[C:7]([CH:27]2[CH2:29][CH2:28]2)[NH:8][C:9](=[O:26])[C:10]=1[CH2:11][C:12]1[CH:17]=[CH:16][C:15]([C:18]2[C:19]([C:24]#[N:25])=[CH:20][CH:21]=[CH:22][CH:23]=2)=[CH:14][CH:13]=1)[CH2:2][CH2:3][CH3:4].[CH2:30]([O:32][C:33]1[CH:38]=[CH:37][C:36](B(O)O)=[CH:35][CH:34]=1)[CH3:31].N1C=CC=CC=1.C(N(CC)CC)C. The catalyst is C(OCC)(=O)C.C([O-])(=O)C.[Cu+2].C([O-])(=O)C.ClCCl. The product is [CH2:1]([C:5]1[N:6]=[C:7]([CH:27]2[CH2:28][CH2:29]2)[N:8]([C:36]2[CH:37]=[CH:38][C:33]([O:32][CH2:30][CH3:31])=[CH:34][CH:35]=2)[C:9](=[O:26])[C:10]=1[CH2:11][C:12]1[CH:17]=[CH:16][C:15]([C:18]2[C:19]([C:24]#[N:25])=[CH:20][CH:21]=[CH:22][CH:23]=2)=[CH:14][CH:13]=1)[CH2:2][CH2:3][CH3:4]. The yield is 0.840.